From a dataset of Full USPTO retrosynthesis dataset with 1.9M reactions from patents (1976-2016). Predict the reactants needed to synthesize the given product. (1) Given the product [CH2:12]([O:11][C@H:10]([CH2:9][O:8][CH2:1][C:2]1[CH:3]=[CH:4][CH:5]=[CH:6][CH:7]=1)[CH:19]=[O:20])[C:13]1[CH:14]=[CH:15][CH:16]=[CH:17][CH:18]=1, predict the reactants needed to synthesize it. The reactants are: [CH2:1]([O:8][CH2:9][C@H:10]([C@H:19]([C@@H:19]([C@@H:10]([CH2:9][O:8][CH2:1][C:2]1[CH:3]=[CH:4][CH:5]=[CH:6][CH:7]=1)[O:11][CH2:12][C:13]1[CH:18]=[CH:17][CH:16]=[CH:15][CH:14]=1)[OH:20])[OH:20])[O:11][CH2:12][C:13]1[CH:18]=[CH:17][CH:16]=[CH:15][CH:14]=1)[C:2]1[CH:7]=[CH:6][CH:5]=[CH:4][CH:3]=1.C([O-])(=O)C.C([O-])(=O)C.C([O-])(=O)C.C([O-])(=O)C.[Pb+4]. (2) Given the product [CH2:1]([O:8][C:9]([N:11]1[CH2:12][C@H:13]([O:18][Si:19]([C:22]([CH3:25])([CH3:24])[CH3:23])([CH3:20])[CH3:21])[CH2:14][C@H:15]([O:17][C:26](=[O:33])[C:27]2[CH:32]=[CH:31][CH:30]=[CH:29][CH:28]=2)[CH2:16]1)=[O:10])[C:2]1[CH:3]=[CH:4][CH:5]=[CH:6][CH:7]=1, predict the reactants needed to synthesize it. The reactants are: [CH2:1]([O:8][C:9]([N:11]1[CH2:16][C@H:15]([OH:17])[CH2:14][C@@H:13]([O:18][Si:19]([C:22]([CH3:25])([CH3:24])[CH3:23])([CH3:21])[CH3:20])[CH2:12]1)=[O:10])[C:2]1[CH:7]=[CH:6][CH:5]=[CH:4][CH:3]=1.[C:26](O)(=[O:33])[C:27]1[CH:32]=[CH:31][CH:30]=[CH:29][CH:28]=1.N(C(OCC)=O)=NC(OCC)=O.